This data is from Peptide-MHC class II binding affinity with 134,281 pairs from IEDB. The task is: Regression. Given a peptide amino acid sequence and an MHC pseudo amino acid sequence, predict their binding affinity value. This is MHC class II binding data. (1) The MHC is DRB5_0101 with pseudo-sequence DRB5_0101. The binding affinity (normalized) is 0.266. The peptide sequence is AWMSAAATQAEQAAT. (2) The peptide sequence is SPKGISRMSMAMGTM. The MHC is DRB3_0101 with pseudo-sequence DRB3_0101. The binding affinity (normalized) is 0.242. (3) The peptide sequence is FVAAAKYMVIQGEPG. The MHC is DRB1_0901 with pseudo-sequence DRB1_0901. The binding affinity (normalized) is 0.595. (4) The peptide sequence is AETCPIFYDVFFAVA. The MHC is HLA-DQA10301-DQB10302 with pseudo-sequence HLA-DQA10301-DQB10302. The binding affinity (normalized) is 0.506. (5) The peptide sequence is EEDKENALSLLDKIYT. The MHC is DRB1_0405 with pseudo-sequence DRB1_0405. The binding affinity (normalized) is 0.335.